Dataset: NCI-60 drug combinations with 297,098 pairs across 59 cell lines. Task: Regression. Given two drug SMILES strings and cell line genomic features, predict the synergy score measuring deviation from expected non-interaction effect. (1) Drug 1: C1CC(CCC1OC2=C(C(=CC=C2)Cl)F)(CC3=NC(=CC=C3)NC4=NC=CS4)C(=O)O. Drug 2: CCC1=C2N=C(C=C(N2N=C1)NCC3=C[N+](=CC=C3)[O-])N4CCCCC4CCO. Cell line: UACC62. Synergy scores: CSS=57.2, Synergy_ZIP=1.36, Synergy_Bliss=3.06, Synergy_Loewe=-13.7, Synergy_HSA=5.53. (2) Drug 1: CN1C(=O)N2C=NC(=C2N=N1)C(=O)N. Drug 2: C1C(C(OC1N2C=NC3=C2NC=NCC3O)CO)O. Cell line: SK-OV-3. Synergy scores: CSS=-1.45, Synergy_ZIP=1.80, Synergy_Bliss=1.92, Synergy_Loewe=-0.838, Synergy_HSA=-1.55.